From a dataset of Full USPTO retrosynthesis dataset with 1.9M reactions from patents (1976-2016). Predict the reactants needed to synthesize the given product. Given the product [NH:1]1[CH2:6][CH2:5][S:4](=[O:7])(=[O:8])[CH2:3][CH:2]1[C:9]([O:11][CH3:12])=[O:10], predict the reactants needed to synthesize it. The reactants are: [N:1]1(C(OC(C)(C)C)=O)[CH2:6][CH2:5][S:4](=[O:8])(=[O:7])[CH2:3][CH:2]1[C:9]([O:11][CH3:12])=[O:10].